This data is from Forward reaction prediction with 1.9M reactions from USPTO patents (1976-2016). The task is: Predict the product of the given reaction. (1) Given the reactants [F:1][C:2]1[CH:7]=[CH:6][C:5]([NH:8][C:9]2[C:10]3[CH2:18][NH:17][CH2:16][CH2:15][C:11]=3[N:12]=[CH:13][N:14]=2)=[CH:4][CH:3]=1.Cl[C:20]1[C:25]([Cl:26])=[CH:24][CH:23]=[CH:22][N:21]=1.C(N(CC)C(C)C)(C)C, predict the reaction product. The product is: [Cl:26][C:25]1[C:20]([N:17]2[CH2:16][CH2:15][C:11]3[N:12]=[CH:13][N:14]=[C:9]([NH:8][C:5]4[CH:6]=[CH:7][C:2]([F:1])=[CH:3][CH:4]=4)[C:10]=3[CH2:18]2)=[N:21][CH:22]=[CH:23][CH:24]=1. (2) Given the reactants [CH2:1]([N:3]1[CH:7]([CH2:8][OH:9])[CH2:6][C:5]([CH3:11])([CH3:10])[C:4]1=[O:12])[CH3:2].Cl([O-])=[O:14].[Na+].OP([O-])(O)=O.[Na+].CC1(C)N([O])C(C)(C)CCC1.Cl[O-].[Na+].ClCl.S([O-])([O-])=O.[Na+].[Na+], predict the reaction product. The product is: [CH2:1]([N:3]1[C:4](=[O:12])[C:5]([CH3:11])([CH3:10])[CH2:6][C@H:7]1[C:8]([OH:14])=[O:9])[CH3:2]. (3) Given the reactants OS(O)(=O)=O.[Cl:6][C:7]1[S:8][C:9]([C:14]([O:16][CH:17]([CH3:19])[CH3:18])=[O:15])=[C:10]([CH2:12][OH:13])[N:11]=1.C([OH:23])(C)C, predict the reaction product. The product is: [Cl:6][C:7]1[S:8][C:9]([C:14]([O:16][CH:17]([CH3:19])[CH3:18])=[O:15])=[C:10]([C:12]([OH:23])=[O:13])[N:11]=1. (4) Given the reactants [CH2:1]([O:3][C:4](=[O:21])[CH2:5][C:6]1[CH:7]=[N:8][CH:9]=[C:10]([C:12]2[CH:17]=[CH:16][C:15]([F:18])=[CH:14][C:13]=2[CH:19]=O)[CH:11]=1)[CH3:2].C([BH3-])#N.[Na+].[CH2:26]([NH2:28])[CH3:27].C(O)(=O)C, predict the reaction product. The product is: [CH2:1]([O:3][C:4](=[O:21])[CH2:5][C:6]1[CH:7]=[N:8][CH:9]=[C:10]([C:12]2[CH:17]=[CH:16][C:15]([F:18])=[CH:14][C:13]=2[CH2:19][NH:28][CH2:26][CH3:27])[CH:11]=1)[CH3:2]. (5) Given the reactants N1CC(C2N(C(C)C)N=C(I)C=2)C1.[I:14][C:15]1[CH:19]=[C:18]([CH:20]2[CH2:23][N:22](C(OC(C)(C)C)=O)[CH2:21]2)[N:17]([CH:31]2[CH2:35][CH2:34][O:33][CH2:32]2)[N:16]=1, predict the reaction product. The product is: [NH:22]1[CH2:21][CH:20]([C:18]2[N:17]([CH:31]3[CH2:35][CH2:34][O:33][CH2:32]3)[N:16]=[C:15]([I:14])[CH:19]=2)[CH2:23]1. (6) Given the reactants [NH2:1][C:2]1[CH:10]=[CH:9][C:8]([Cl:11])=[CH:7][C:3]=1[C:4]([OH:6])=[O:5].Cl[CH2:13][C:14]([OH:16])=[O:15].CCOCC.Cl, predict the reaction product. The product is: [C:14]([CH2:13][NH:1][C:2]1[CH:10]=[CH:9][C:8]([Cl:11])=[CH:7][C:3]=1[C:4]([OH:6])=[O:5])([OH:16])=[O:15].